Dataset: Reaction yield outcomes from USPTO patents with 853,638 reactions. Task: Predict the reaction yield, written as a fraction of the theoretical maximum amount of product (1.0 means a 100% yield; for example, 0.34 means a 34% yield). (1) The reactants are [OH-].[K+].Cl.[NH2:4][C@:5]1([C:24]([OH:26])=[O:25])[C@H:18]2[C@H:13]([CH2:14][CH2:15][C:16]3([O:22][CH2:21][CH2:20][O:19]3)[CH2:17]2)[O:12][C:11]2[C:6]1=[CH:7][C:8]([Br:23])=[CH:9][CH:10]=2. The catalyst is O. The product is [NH2:4][C@:5]1([C:24]([OH:26])=[O:25])[C@@H:18]2[C@H:13]([CH2:14][CH2:15][C:16]3([O:22][CH2:21][CH2:20][O:19]3)[CH2:17]2)[O:12][C:11]2[C:6]1=[CH:7][C:8]([Br:23])=[CH:9][CH:10]=2. The yield is 0.690. (2) The reactants are [CH:1]([C:4]1[CH:9]=[CH:8][C:7]([CH:10]2[C:14]3[C:15]([CH3:30])=[C:16]([NH:21][C:22](=O)[O:23]CC(Cl)(Cl)Cl)[C:17]([CH3:20])=[C:18]([CH3:19])[C:13]=3[O:12][CH2:11]2)=[CH:6][CH:5]=1)([CH3:3])[CH3:2].[CH3:31][O:32][CH2:33][CH2:34][NH2:35]. The catalyst is CCCCCC.C(OCC)(=O)C. The product is [CH:1]([C:4]1[CH:9]=[CH:8][C:7]([CH:10]2[C:14]3[C:15]([CH3:30])=[C:16]([NH:21][C:22]([NH:35][CH2:34][CH2:33][O:32][CH3:31])=[O:23])[C:17]([CH3:20])=[C:18]([CH3:19])[C:13]=3[O:12][CH2:11]2)=[CH:6][CH:5]=1)([CH3:3])[CH3:2]. The yield is 0.580. (3) The reactants are [CH3:1][NH:2][CH3:3].[CH3:4][C:5]1[N:6]=[C:7]([NH:10][C:11]2[CH:18]=[C:17]([O:19][C:20]3[C:29]4[C:24](=[CH:25][CH:26]=[CH:27][CH:28]=4)[CH:23]=[CH:22][CH:21]=3)[C:14]([CH:15]=O)=[CH:13][N:12]=2)[S:8][CH:9]=1.C(O[BH-](OC(=O)C)OC(=O)C)(=O)C.[Na+]. The catalyst is C1COCC1. The product is [CH3:1][N:2]([CH2:15][C:14]1[C:17]([O:19][C:20]2[C:29]3[C:24](=[CH:25][CH:26]=[CH:27][CH:28]=3)[CH:23]=[CH:22][CH:21]=2)=[CH:18][C:11]([NH:10][C:7]2[S:8][CH:9]=[C:5]([CH3:4])[N:6]=2)=[N:12][CH:13]=1)[CH3:3]. The yield is 0.730. (4) The reactants are O.[OH-].[Li+].C[O:5][C:6](=[O:40])[CH2:7][C:8]1[C:17]([CH3:18])=[C:16]([C:19]2[CH:24]=[CH:23][C:22]([S:25]([C:28]3[CH:33]=[CH:32][CH:31]=[CH:30][C:29]=3[O:34][C:35]([F:38])([F:37])[F:36])(=[O:27])=[O:26])=[CH:21][CH:20]=2)[C:15]2[C:10](=[CH:11][CH:12]=[C:13]([Cl:39])[CH:14]=2)[CH:9]=1. The catalyst is C1COCC1.O. The product is [Cl:39][C:13]1[CH:14]=[C:15]2[C:10](=[CH:11][CH:12]=1)[CH:9]=[C:8]([CH2:7][C:6]([OH:40])=[O:5])[C:17]([CH3:18])=[C:16]2[C:19]1[CH:20]=[CH:21][C:22]([S:25]([C:28]2[CH:33]=[CH:32][CH:31]=[CH:30][C:29]=2[O:34][C:35]([F:37])([F:36])[F:38])(=[O:27])=[O:26])=[CH:23][CH:24]=1. The yield is 0.920. (5) The reactants are [Br:1][C:2]1[CH:3]=[CH:4][C:5]([C:8]([OH:10])=O)=[N:6][CH:7]=1.CCN(C(C)C)C(C)C.CN(C(ON1N=NC2C=CC=CC1=2)=[N+](C)C)C.[B-](F)(F)(F)F.[C:42]([NH2:46])([CH3:45])([CH3:44])[CH3:43]. The catalyst is O1CCOCC1. The product is [C:42]([NH:46][C:8]([C:5]1[CH:4]=[CH:3][C:2]([Br:1])=[CH:7][N:6]=1)=[O:10])([CH3:45])([CH3:44])[CH3:43]. The yield is 0.920.